Task: Predict the reactants needed to synthesize the given product.. Dataset: Full USPTO retrosynthesis dataset with 1.9M reactions from patents (1976-2016) Given the product [ClH:15].[ClH:15].[CH3:1][C:2]1[N:3]=[C:4]([NH:7][C:8]2[C:13]([O:14][CH2:17][C:18]3[CH:19]=[N:20][CH:21]=[CH:22][CH:23]=3)=[CH:12][CH:11]=[CH:10][N:9]=2)[S:5][CH:6]=1, predict the reactants needed to synthesize it. The reactants are: [CH3:1][C:2]1[N:3]=[C:4]([NH:7][C:8]2[C:13]([OH:14])=[CH:12][CH:11]=[CH:10][N:9]=2)[S:5][CH:6]=1.[ClH:15].Br[CH2:17][C:18]1[CH:19]=[N:20][CH:21]=[CH:22][CH:23]=1.C(=O)([O-])[O-].[K+].[K+].